This data is from CYP3A4 inhibition data for predicting drug metabolism from PubChem BioAssay. The task is: Regression/Classification. Given a drug SMILES string, predict its absorption, distribution, metabolism, or excretion properties. Task type varies by dataset: regression for continuous measurements (e.g., permeability, clearance, half-life) or binary classification for categorical outcomes (e.g., BBB penetration, CYP inhibition). Dataset: cyp3a4_veith. (1) The drug is Cn1c(=O)c2[nH]c(/N=N\N3CCN(CCO)CC3)nc2n(C)c1=O. The result is 0 (non-inhibitor). (2) The compound is Cc1cc(NC(=O)c2ccc(S(=O)(=O)Nc3ccccc3)cc2)no1. The result is 0 (non-inhibitor). (3) The drug is Cc1nc2ccccn2c1C(=O)N/N=C/c1ccccc1[N+](=O)[O-]. The result is 1 (inhibitor). (4) The molecule is CN(C)C(=O)c1ccc(-c2cncnc2NCCN2CCOCC2)cc1. The result is 1 (inhibitor). (5) The compound is c1ccc2c(CC3=NCCN3)cccc2c1. The result is 0 (non-inhibitor).